From a dataset of NCI-60 drug combinations with 297,098 pairs across 59 cell lines. Regression. Given two drug SMILES strings and cell line genomic features, predict the synergy score measuring deviation from expected non-interaction effect. (1) Drug 1: CC(C)NC(=O)C1=CC=C(C=C1)CNNC.Cl. Drug 2: C1CN(P(=O)(OC1)NCCCl)CCCl. Cell line: HT29. Synergy scores: CSS=4.78, Synergy_ZIP=-0.579, Synergy_Bliss=1.94, Synergy_Loewe=0.643, Synergy_HSA=-0.712. (2) Drug 1: CC1=C(C=C(C=C1)NC2=NC=CC(=N2)N(C)C3=CC4=NN(C(=C4C=C3)C)C)S(=O)(=O)N.Cl. Drug 2: C1=NC2=C(N1)C(=S)N=C(N2)N. Cell line: UACC-257. Synergy scores: CSS=13.7, Synergy_ZIP=-8.84, Synergy_Bliss=-3.15, Synergy_Loewe=-11.9, Synergy_HSA=-3.87.